Predict the reactants needed to synthesize the given product. From a dataset of Full USPTO retrosynthesis dataset with 1.9M reactions from patents (1976-2016). (1) Given the product [CH:52]1([CH2:51][N:15]2[CH2:16][CH2:17][C:11]3[S:10][C:9]([N:8]([C:5]4[N:6]=[CH:7][C:2]([F:1])=[CH:3][N:4]=4)[CH2:31][C:32]4[CH:33]=[CH:34][C:35]([O:38][CH3:39])=[CH:36][CH:37]=4)=[N:30][C:12]=3[C:13]3=[CH:20][N:19]([CH2:21][C:22]4[CH:23]=[CH:24][C:25]([O:28][CH3:29])=[CH:26][CH:27]=4)[N:18]=[C:14]23)[CH2:56][CH2:55][CH2:54][CH2:53]1, predict the reactants needed to synthesize it. The reactants are: [F:1][C:2]1[CH:3]=[N:4][C:5]([N:8]([CH2:31][C:32]2[CH:37]=[CH:36][C:35]([O:38][CH3:39])=[CH:34][CH:33]=2)[C:9]2[S:10][C:11]3[CH2:17][CH2:16][NH:15][C:14]4=[N:18][N:19]([CH2:21][C:22]5[CH:27]=[CH:26][C:25]([O:28][CH3:29])=[CH:24][CH:23]=5)[CH:20]=[C:13]4[C:12]=3[N:30]=2)=[N:6][CH:7]=1.[Li+].C[Si]([N-][Si](C)(C)C)(C)C.I[CH2:51][CH:52]1[CH2:56][CH2:55][CH2:54][CH2:53]1. (2) Given the product [ClH:28].[C:26]([C@@H:21]1[CH2:22][C@H:23]([F:25])[CH2:24][N:20]1[C:18]([C@@H:17]1[CH2:16][C:15]2[C:10](=[CH:11][CH:12]=[CH:13][CH:14]=2)[CH2:9][NH:8]1)=[O:19])#[N:27], predict the reactants needed to synthesize it. The reactants are: C(OC([N:8]1[C@H:17]([C:18]([N:20]2[CH2:24][C@@H:23]([F:25])[CH2:22][C@H:21]2[C:26]#[N:27])=[O:19])[CH2:16][C:15]2[C:10](=[CH:11][CH:12]=[CH:13][CH:14]=2)[CH2:9]1)=O)(C)(C)C.[ClH:28].CO. (3) Given the product [OH:92][CH2:91][CH2:90][O:89][CH2:88][CH2:87][O:86][CH2:85][CH2:84][O:83][CH2:82][CH2:81][NH:80][C:39]([CH2:38][O:37][C:35](=[O:36])[C:34]1[CH:42]=[CH:43][C:31]([NH:30][C:28]([C@H:9]2[C@H:8]([C:4]3[CH:5]=[CH:6][CH:7]=[C:2]([Cl:1])[C:3]=3[F:46])[C@:12]([C:15]3[CH:20]=[CH:19][C:18]([Cl:21])=[CH:17][C:16]=3[F:22])([C:13]#[N:14])[C@H:11]([CH2:23][C:24]([CH3:25])([CH3:26])[CH3:27])[NH:10]2)=[O:29])=[C:32]([O:44][CH3:45])[CH:33]=1)=[O:41], predict the reactants needed to synthesize it. The reactants are: [Cl:1][C:2]1[C:3]([F:46])=[C:4]([C@@H:8]2[C@:12]([C:15]3[CH:20]=[CH:19][C:18]([Cl:21])=[CH:17][C:16]=3[F:22])([C:13]#[N:14])[C@H:11]([CH2:23][C:24]([CH3:27])([CH3:26])[CH3:25])[NH:10][C@H:9]2[C:28]([NH:30][C:31]2[CH:43]=[CH:42][C:34]([C:35]([O:37][CH2:38][C:39]([OH:41])=O)=[O:36])=[CH:33][C:32]=2[O:44][CH3:45])=[O:29])[CH:5]=[CH:6][CH:7]=1.CN(C(ON1N=NC2C=CC=NC1=2)=[N+](C)C)C.F[P-](F)(F)(F)(F)F.CCN(C(C)C)C(C)C.[NH2:80][CH2:81][CH2:82][O:83][CH2:84][CH2:85][O:86][CH2:87][CH2:88][O:89][CH2:90][CH2:91][OH:92]. (4) The reactants are: CC(C)([O-])C.[K+].[Cl-].[NH2:8][C:9]([NH2:11])=[NH2+:10].[CH:12]([N:15]1[C:23](=[O:24])[C:22]2[C:17](=[CH:18][CH:19]=[CH:20][CH:21]=2)[CH:16]1[CH2:25][C:26](OCC)=[O:27])([CH3:14])[CH3:13]. Given the product [CH:12]([N:15]1[C:23](=[O:24])[C:22]2[C:17](=[CH:18][CH:19]=[CH:20][CH:21]=2)[CH:16]1[CH2:25][C:26]([NH:10][C:9]([NH2:11])=[NH:8])=[O:27])([CH3:14])[CH3:13], predict the reactants needed to synthesize it. (5) Given the product [C:30]([NH:34][C:35]([NH:2][CH2:3][C@H:4]1[CH2:9][CH2:8][C@H:7]([CH2:10][NH:11][C:12]([C:14]2[C:23]3[C:18](=[CH:19][CH:20]=[CH:21][CH:22]=3)[N:17]=[C:16]([C:24]3[CH:25]=[CH:26][N:27]=[CH:28][CH:29]=3)[CH:15]=2)=[O:13])[CH2:6][CH2:5]1)=[O:36])([CH3:33])([CH3:32])[CH3:31], predict the reactants needed to synthesize it. The reactants are: Cl.[NH2:2][CH2:3][C@H:4]1[CH2:9][CH2:8][C@H:7]([CH2:10][NH:11][C:12]([C:14]2[C:23]3[C:18](=[CH:19][CH:20]=[CH:21][CH:22]=3)[N:17]=[C:16]([C:24]3[CH:29]=[CH:28][N:27]=[CH:26][CH:25]=3)[CH:15]=2)=[O:13])[CH2:6][CH2:5]1.[C:30]([N:34]=[C:35]=[O:36])([CH3:33])([CH3:32])[CH3:31]. (6) Given the product [F:1][C:2]1[CH:28]=[CH:27][C:5]([CH2:6][O:7][CH2:8][C@@H:9]2[N:14]3[C:15]4[C:24]5[C:19](=[CH:20][CH:21]=[CH:22][CH:23]=5)[N:18]=[C:17]([NH2:29])[C:16]=4[N:26]=[C:13]3[CH2:12][O:11][CH2:10]2)=[CH:4][CH:3]=1, predict the reactants needed to synthesize it. The reactants are: [F:1][C:2]1[CH:28]=[CH:27][C:5]([CH2:6][O:7][CH2:8][C@@H:9]2[N:14]3[C:15]4[C:24]5[C:19](=[CH:20][CH:21]=[CH:22][CH:23]=5)[N+:18]([O-])=[CH:17][C:16]=4[N:26]=[C:13]3[CH2:12][O:11][CH2:10]2)=[CH:4][CH:3]=1.[NH4+:29].[OH-].C1(C)C=CC(S(Cl)(=O)=O)=CC=1.O. (7) Given the product [NH2:21][C:22]1[N:30]=[C:29]2[C:25]([N:26]=[CH:27][NH:28]2)=[C:24]([NH:1][CH:2]([C:4]2[N:5]=[C:6]3[S:20][CH:19]=[CH:18][N:7]3[C:8](=[O:17])[C:9]=2[C:10]2[CH:15]=[CH:14][CH:13]=[C:12]([F:16])[CH:11]=2)[CH3:3])[N:23]=1, predict the reactants needed to synthesize it. The reactants are: [NH2:1][CH:2]([C:4]1[N:5]=[C:6]2[S:20][CH:19]=[CH:18][N:7]2[C:8](=[O:17])[C:9]=1[C:10]1[CH:15]=[CH:14][CH:13]=[C:12]([F:16])[CH:11]=1)[CH3:3].[NH2:21][C:22]1[N:30]=[C:29]2[C:25]([NH:26][CH:27]=[N:28]2)=[C:24](Br)[N:23]=1.C(N(CC)C(C)C)(C)C. (8) Given the product [C:1]1([C:15]2[CH:20]=[CH:19][CH:18]=[CH:17][CH:16]=2)[CH:6]=[CH:5][CH:4]=[CH:3][C:2]=1[CH:7]1[N:14]([CH2:30][C:29]2[CH:32]=[CH:33][CH:34]=[C:27]([C:25]3[N:26]=[C:22]([CH3:21])[S:23][CH:24]=3)[CH:28]=2)[C:10](=[O:12])[CH2:9][CH2:8]1, predict the reactants needed to synthesize it. The reactants are: [C:1]1([C:15]2[CH:20]=[CH:19][CH:18]=[CH:17][CH:16]=2)[CH:6]=[CH:5][CH:4]=[CH:3][C:2]=1[CH:7]([NH2:14])[CH2:8][CH2:9][C:10]([O:12]C)=O.[CH3:21][C:22]1[S:23][CH:24]=[C:25]([C:27]2[CH:28]=[C:29]([CH:32]=[CH:33][CH:34]=2)[CH:30]=O)[N:26]=1. (9) Given the product [C:14]([C:13]1[C:8]2[N:9]([CH:22]=[C:6]([C:4]([OH:3])=[O:5])[N:7]=2)[CH:10]=[C:11]([C:16]2[CH:21]=[CH:20][CH:19]=[CH:18][CH:17]=2)[CH:12]=1)(=[O:31])[NH2:15], predict the reactants needed to synthesize it. The reactants are: C([O:3][C:4]([C:6]1[N:7]=[C:8]2[C:13]([C:14]#[N:15])=[CH:12][C:11]([C:16]3[CH:21]=[CH:20][CH:19]=[CH:18][CH:17]=3)=[CH:10][N:9]2[CH:22]=1)=[O:5])C.[Br-].C1(B(O)[OH:31])C=CC=CC=1.[OH-].[Na+]. (10) The reactants are: [CH:1]1([CH2:4][OH:5])[CH2:3][CH2:2]1.CC([O-])(C)C.[K+].[Br:12][C:13]1[CH:18]=[C:17]([N+:19]([O-:21])=[O:20])[CH:16]=[CH:15][C:14]=1F. Given the product [Br:12][C:13]1[CH:18]=[C:17]([N+:19]([O-:21])=[O:20])[CH:16]=[CH:15][C:14]=1[O:5][CH2:4][CH:1]1[CH2:3][CH2:2]1, predict the reactants needed to synthesize it.